Dataset: Merck oncology drug combination screen with 23,052 pairs across 39 cell lines. Task: Regression. Given two drug SMILES strings and cell line genomic features, predict the synergy score measuring deviation from expected non-interaction effect. (1) Drug 1: COC12C(COC(N)=O)C3=C(C(=O)C(C)=C(N)C3=O)N1CC1NC12. Drug 2: O=C(CCCCCCC(=O)Nc1ccccc1)NO. Cell line: NCIH460. Synergy scores: synergy=3.18. (2) Drug 2: Cc1nc(Nc2ncc(C(=O)Nc3c(C)cccc3Cl)s2)cc(N2CCN(CCO)CC2)n1. Cell line: RPMI7951. Drug 1: COc1cc(C2c3cc4c(cc3C(OC3OC5COC(C)OC5C(O)C3O)C3COC(=O)C23)OCO4)cc(OC)c1O. Synergy scores: synergy=15.5.